The task is: Predict the reactants needed to synthesize the given product.. This data is from Full USPTO retrosynthesis dataset with 1.9M reactions from patents (1976-2016). (1) Given the product [Cl:18][C:9]1[CH:8]=[N:7][C:6]2[C:11](=[C:12]([O:13][CH3:14])[C:3]([O:2][CH3:1])=[CH:4][CH:5]=2)[N:10]=1, predict the reactants needed to synthesize it. The reactants are: [CH3:1][O:2][C:3]1[C:12]([O:13][CH3:14])=[C:11]2[C:6]([N:7]=[CH:8][C:9](=O)[NH:10]2)=[CH:5][CH:4]=1.P(Cl)(Cl)([Cl:18])=O.CCCCCC. (2) Given the product [C:1]([N:5]1[C:9](=[O:10])[C:8]([NH:11][CH2:12][C:13]([OH:15])=[O:14])=[C:7]([C:17]2[CH:22]=[CH:21][CH:20]=[CH:19][CH:18]=2)[S:6]1(=[O:24])=[O:23])([CH3:4])([CH3:2])[CH3:3], predict the reactants needed to synthesize it. The reactants are: [C:1]([N:5]1[C:9](=[O:10])[C:8]([NH:11][CH2:12][C:13]([O:15]C)=[O:14])=[C:7]([C:17]2[CH:22]=[CH:21][CH:20]=[CH:19][CH:18]=2)[S:6]1(=[O:24])=[O:23])([CH3:4])([CH3:3])[CH3:2].CO.[Li+].[OH-].Cl.